This data is from NCI-60 drug combinations with 297,098 pairs across 59 cell lines. The task is: Regression. Given two drug SMILES strings and cell line genomic features, predict the synergy score measuring deviation from expected non-interaction effect. (1) Drug 1: CNC(=O)C1=CC=CC=C1SC2=CC3=C(C=C2)C(=NN3)C=CC4=CC=CC=N4. Drug 2: CCN(CC)CCNC(=O)C1=C(NC(=C1C)C=C2C3=C(C=CC(=C3)F)NC2=O)C. Cell line: SK-MEL-5. Synergy scores: CSS=-9.62, Synergy_ZIP=8.22, Synergy_Bliss=4.48, Synergy_Loewe=-1.66, Synergy_HSA=-4.30. (2) Drug 1: CNC(=O)C1=CC=CC=C1SC2=CC3=C(C=C2)C(=NN3)C=CC4=CC=CC=N4. Drug 2: CCN(CC)CCCC(C)NC1=C2C=C(C=CC2=NC3=C1C=CC(=C3)Cl)OC. Cell line: SN12C. Synergy scores: CSS=31.0, Synergy_ZIP=-0.735, Synergy_Bliss=8.63, Synergy_Loewe=6.36, Synergy_HSA=7.22.